Dataset: Forward reaction prediction with 1.9M reactions from USPTO patents (1976-2016). Task: Predict the product of the given reaction. (1) Given the reactants B(Cl)(C1(C)CC2C(C)(C)C(C2)C1)C1(C)CC2C(C)(C)C(C2)C1.[Br:23][C:24]1[CH:29]=[CH:28][C:27]([C:30](=[O:36])[CH2:31][CH2:32][CH2:33][CH2:34][CH3:35])=[CH:26][CH:25]=1.N(CCO)CCO.C(N(CC)CC)C, predict the reaction product. The product is: [Br:23][C:24]1[CH:25]=[CH:26][C:27]([C@@H:30]([OH:36])[CH2:31][CH2:32][CH2:33][CH2:34][CH3:35])=[CH:28][CH:29]=1. (2) The product is: [Cl:42][C:28]1[CH:27]=[C:26]([C:24]2[CH:23]=[C:22]([CH3:34])[N:21]=[C:20]([C:18]3[CH:17]=[CH:16][N:15]=[C:14]([C:11]4[S:10][C:9]([S:6]([NH2:5])(=[O:8])=[O:7])=[CH:13][CH:12]=4)[CH:19]=3)[N:25]=2)[CH:31]=[CH:30][C:29]=1[Cl:32]. Given the reactants C([NH:5][S:6]([C:9]1[S:10][C:11]([C:14]2[CH:19]=[C:18]([C:20]3[N:25]=[C:24]([C:26]4[CH:31]=[CH:30][C:29]([Cl:32])=[CH:28][C:27]=4Cl)[CH:23]=[C:22]([CH3:34])[N:21]=3)[CH:17]=[CH:16][N:15]=2)=[CH:12][CH:13]=1)(=[O:8])=[O:7])(C)(C)C.C(O)(C(F)(F)F)=O.[Cl:42]CCl, predict the reaction product. (3) Given the reactants [CH:1]1[C:6]([C:7]2[CH:8]=[CH:9][C:10]([F:14])=[CH:11][C:12]=2[F:13])=[CH:5][C:4]([C:15]([OH:17])=[O:16])=[C:3]([OH:18])[CH:2]=1.Cl.CN(C)[CH2:22][CH2:23][CH2:24]N=C=N.O.ON1C2C=CC=CC=2N=N1.C(O)CC, predict the reaction product. The product is: [F:13][C:12]1[CH:11]=[C:10]([F:14])[CH:9]=[CH:8][C:7]=1[C:6]1[CH:5]=[C:4]([C:15]([O:17][CH2:22][CH2:23][CH3:24])=[O:16])[C:3]([OH:18])=[CH:2][CH:1]=1.